This data is from Full USPTO retrosynthesis dataset with 1.9M reactions from patents (1976-2016). The task is: Predict the reactants needed to synthesize the given product. (1) Given the product [NH:44]1[CH2:43][CH:42]([N:41]2[C:37]([C:4]3[CH:3]=[C:2]([Cl:1])[CH:36]=[CH:35][C:5]=3[O:6][C:7]3[C:12]([F:13])=[CH:11][C:10]([S:14]([NH:17][C:18]4[S:22][N:21]=[CH:20][N:19]=4)(=[O:15])=[O:16])=[C:9]([F:34])[CH:8]=3)=[CH:38][CH:39]=[N:40]2)[CH2:45]1, predict the reactants needed to synthesize it. The reactants are: [Cl:1][C:2]1[CH:36]=[CH:35][C:5]([O:6][C:7]2[C:12]([F:13])=[CH:11][C:10]([S:14]([N:17](CC3C=CC(OC)=CC=3OC)[C:18]3[S:22][N:21]=[CH:20][N:19]=3)(=[O:16])=[O:15])=[C:9]([F:34])[CH:8]=2)=[C:4]([C:37]2[N:41]([CH:42]3[CH2:45][N:44](C(C4C=CC=CC=4)C4C=CC=CC=4)[CH2:43]3)[N:40]=[CH:39][CH:38]=2)[CH:3]=1.CN(C)C1C2C(=CC=CC=2N(C)C)C=CC=1.ClC(OC(Cl)C)=O. (2) Given the product [NH2:7][C:8]1[C:13]([F:14])=[C:12]([C:15]2[CH:16]=[CH:17][C:18]([C:21]#[CH:22])=[CH:19][CH:20]=2)[N:11]=[C:10]([C:27]([O:29][CH3:30])=[O:28])[C:9]=1[Cl:31], predict the reactants needed to synthesize it. The reactants are: C(=O)([O-])[O-].[K+].[K+].[NH2:7][C:8]1[C:13]([F:14])=[C:12]([C:15]2[CH:20]=[CH:19][C:18]([C:21]#[C:22][Si](C)(C)C)=[CH:17][CH:16]=2)[N:11]=[C:10]([C:27]([O:29][CH3:30])=[O:28])[C:9]=1[Cl:31]. (3) Given the product [CH2:11]([O:25][C:23](=[O:24])[C:22]1[CH:17]=[C:18]([C:8]2[CH:7]=[CH:6][C:3]([C:4]#[N:5])=[C:2]([F:1])[CH:9]=2)[CH:19]=[N:20][CH:21]=1)[CH3:12], predict the reactants needed to synthesize it. The reactants are: [F:1][C:2]1[CH:9]=[C:8](Br)[CH:7]=[CH:6][C:3]=1[C:4]#[N:5].[C:11]([O-])(=O)[CH3:12].[K+].Br[C:17]1[C:22]([C:23]([OH:25])=[O:24])=[CH:21][N:20]=[CH:19][CH:18]=1.C([O-])([O-])=O.[Na+].[Na+]. (4) Given the product [CH3:32][S:31][C:25]1[N:26]=[N:27][C:28]([C:29]#[N:30])=[C:23]([N:4]2[CH2:3][CH2:2][C:8]3[CH:9]=[CH:10][CH:11]=[CH:12][C:7]=3[CH2:6][CH2:5]2)[N:24]=1, predict the reactants needed to synthesize it. The reactants are: Cl.[CH2:2]1[C:8]2[CH:9]=[CH:10][CH:11]=[CH:12][C:7]=2[CH2:6][CH2:5][NH:4][CH2:3]1.CCN(C(C)C)C(C)C.Cl[C:23]1[N:24]=[C:25]([S:31][CH3:32])[N:26]=[N:27][C:28]=1[C:29]#[N:30].